The task is: Predict the reactants needed to synthesize the given product.. This data is from Retrosynthesis with 50K atom-mapped reactions and 10 reaction types from USPTO. Given the product CCN(CC)c1nc(-c2ccccn2)ncc1Cc1ccccc1F, predict the reactants needed to synthesize it. The reactants are: CCNCC.Fc1ccccc1Cc1cnc(-c2ccccn2)nc1Cl.